Task: Predict the product of the given reaction.. Dataset: Forward reaction prediction with 1.9M reactions from USPTO patents (1976-2016) (1) Given the reactants Cl[C:2]1[N:7]=[C:6]([CH3:8])[N:5]=[C:4]([N:9]([CH2:19][C:20]2[CH:25]=[CH:24][C:23]([O:26][CH3:27])=[CH:22][CH:21]=2)[CH2:10][C:11]2[CH:16]=[CH:15][C:14]([O:17][CH3:18])=[CH:13][CH:12]=2)[N:3]=1.[O:28]1[CH2:32][CH2:31][O:30][CH:29]1[C:33]1[CH:34]=[C:35](B2OC(C)(C)C(C)(C)O2)[C:36]([F:39])=[N:37][CH:38]=1.C([O-])(=O)C.[K+], predict the reaction product. The product is: [O:28]1[CH2:32][CH2:31][O:30][CH:29]1[C:33]1[CH:34]=[C:35]([C:2]2[N:7]=[C:6]([CH3:8])[N:5]=[C:4]([N:9]([CH2:19][C:20]3[CH:25]=[CH:24][C:23]([O:26][CH3:27])=[CH:22][CH:21]=3)[CH2:10][C:11]3[CH:16]=[CH:15][C:14]([O:17][CH3:18])=[CH:13][CH:12]=3)[N:3]=2)[C:36]([F:39])=[N:37][CH:38]=1. (2) Given the reactants [Cl:1][CH2:2][C:3]([CH3:8])([CH3:7])[C:4](Cl)=[O:5].[CH2:9]([N:11](CC)[CH2:12][CH3:13])[CH3:10].N1CCCC1, predict the reaction product. The product is: [Cl:1][CH2:2][C:3]([CH3:8])([CH3:7])[C:4]([N:11]1[CH2:12][CH2:13][CH2:10][CH2:9]1)=[O:5]. (3) Given the reactants [NH2:1][C@@H:2]1[CH2:7][CH2:6][CH2:5][CH2:4][C@@H:3]1[NH:8][C:9](=O)OC(C)(C)C.N1(OC2[N:31]=[C:30]([NH:32][C:33]3[CH:38]=[CH:37][C:36]([N:39]4[CH:43]=[CH:42][N:41]=[CH:40]4)=[C:35]([F:44])[CH:34]=3)[C:29]([C:45]([NH2:47])=[O:46])=[CH:28][N:27]=2)C2C=CC=CC=2N=N1.CCN(C(C)C)C(C)C.O, predict the reaction product. The product is: [NH2:1][C@H:2]1[CH2:7][CH2:6][CH2:5][CH2:4][C@H:3]1[NH:8][C:9]1[N:31]=[C:30]([NH:32][C:33]2[CH:38]=[CH:37][C:36]([N:39]3[CH:43]=[CH:42][N:41]=[CH:40]3)=[C:35]([F:44])[CH:34]=2)[C:29]([C:45]([NH2:47])=[O:46])=[CH:28][N:27]=1.